From a dataset of Peptide-MHC class II binding affinity with 134,281 pairs from IEDB. Regression. Given a peptide amino acid sequence and an MHC pseudo amino acid sequence, predict their binding affinity value. This is MHC class II binding data. (1) The peptide sequence is NASHCNEMSWIQSIP. The MHC is HLA-DPA10301-DPB10402 with pseudo-sequence HLA-DPA10301-DPB10402. The binding affinity (normalized) is 0.198. (2) The peptide sequence is RSRPRRTTRRMDRRT. The MHC is HLA-DQA10102-DQB10602 with pseudo-sequence HLA-DQA10102-DQB10602. The binding affinity (normalized) is 0.283. (3) The peptide sequence is KIPKKASEGAVDIIN. The binding affinity (normalized) is 0.203. The MHC is HLA-DQA10401-DQB10402 with pseudo-sequence HLA-DQA10401-DQB10402. (4) The peptide sequence is QDEKDYIDAYVSR. The MHC is DRB1_0401 with pseudo-sequence DRB1_0401. The binding affinity (normalized) is 0. (5) The peptide sequence is YDKFLANYSTVLTGK. The MHC is DRB1_0404 with pseudo-sequence DRB1_0404. The binding affinity (normalized) is 0.807. (6) The binding affinity (normalized) is 0.699. The peptide sequence is QDELIGRGRVSPGNG. The MHC is HLA-DQA10201-DQB10301 with pseudo-sequence HLA-DQA10201-DQB10301. (7) The binding affinity (normalized) is 0. The peptide sequence is LLQELCCQHLWQIPEQSQCQ. The MHC is DRB1_0301 with pseudo-sequence DRB1_0301.